From a dataset of NCI-60 drug combinations with 297,098 pairs across 59 cell lines. Regression. Given two drug SMILES strings and cell line genomic features, predict the synergy score measuring deviation from expected non-interaction effect. (1) Drug 2: CC1C(C(CC(O1)OC2CC(CC3=C2C(=C4C(=C3O)C(=O)C5=C(C4=O)C(=CC=C5)OC)O)(C(=O)CO)O)N)O.Cl. Synergy scores: CSS=11.8, Synergy_ZIP=-3.32, Synergy_Bliss=-1.22, Synergy_Loewe=-2.27, Synergy_HSA=-1.69. Cell line: NCI/ADR-RES. Drug 1: CC1=CC=C(C=C1)C2=CC(=NN2C3=CC=C(C=C3)S(=O)(=O)N)C(F)(F)F. (2) Drug 1: CC1=C(C(CCC1)(C)C)C=CC(=CC=CC(=CC(=O)O)C)C. Drug 2: C(CCl)NC(=O)N(CCCl)N=O. Cell line: MALME-3M. Synergy scores: CSS=11.6, Synergy_ZIP=-0.959, Synergy_Bliss=-1.65, Synergy_Loewe=-4.43, Synergy_HSA=-0.246. (3) Drug 1: C1=NC2=C(N=C(N=C2N1C3C(C(C(O3)CO)O)O)F)N. Drug 2: CC1=C(C=C(C=C1)C(=O)NC2=CC(=CC(=C2)C(F)(F)F)N3C=C(N=C3)C)NC4=NC=CC(=N4)C5=CN=CC=C5. Cell line: SK-OV-3. Synergy scores: CSS=12.3, Synergy_ZIP=-3.16, Synergy_Bliss=-1.64, Synergy_Loewe=-2.11, Synergy_HSA=-2.54. (4) Synergy scores: CSS=2.31, Synergy_ZIP=-2.34, Synergy_Bliss=-2.38, Synergy_Loewe=-1.97, Synergy_HSA=-1.93. Drug 1: CCC(=C(C1=CC=CC=C1)C2=CC=C(C=C2)OCCN(C)C)C3=CC=CC=C3.C(C(=O)O)C(CC(=O)O)(C(=O)O)O. Drug 2: CN(C(=O)NC(C=O)C(C(C(CO)O)O)O)N=O. Cell line: EKVX. (5) Drug 2: C(=O)(N)NO. Synergy scores: CSS=3.17, Synergy_ZIP=-1.74, Synergy_Bliss=-0.389, Synergy_Loewe=-3.99, Synergy_HSA=-0.983. Drug 1: CC1=C(C(CCC1)(C)C)C=CC(=CC=CC(=CC(=O)O)C)C. Cell line: OVCAR-4. (6) Drug 1: CN1C(=O)N2C=NC(=C2N=N1)C(=O)N. Drug 2: CC1C(C(CC(O1)OC2CC(OC(C2O)C)OC3=CC4=CC5=C(C(=O)C(C(C5)C(C(=O)C(C(C)O)O)OC)OC6CC(C(C(O6)C)O)OC7CC(C(C(O7)C)O)OC8CC(C(C(O8)C)O)(C)O)C(=C4C(=C3C)O)O)O)O. Cell line: SK-MEL-5. Synergy scores: CSS=25.6, Synergy_ZIP=0.840, Synergy_Bliss=0.242, Synergy_Loewe=-57.4, Synergy_HSA=-0.518. (7) Drug 1: C1CCC(CC1)NC(=O)N(CCCl)N=O. Drug 2: C1=NC2=C(N=C(N=C2N1C3C(C(C(O3)CO)O)F)Cl)N. Cell line: UO-31. Synergy scores: CSS=26.2, Synergy_ZIP=-7.84, Synergy_Bliss=-3.58, Synergy_Loewe=-2.34, Synergy_HSA=-1.72. (8) Drug 1: CC1=C(C(=CC=C1)Cl)NC(=O)C2=CN=C(S2)NC3=CC(=NC(=N3)C)N4CCN(CC4)CCO. Drug 2: CC(C)CN1C=NC2=C1C3=CC=CC=C3N=C2N. Cell line: HOP-92. Synergy scores: CSS=7.57, Synergy_ZIP=-4.48, Synergy_Bliss=-7.72, Synergy_Loewe=4.06, Synergy_HSA=-5.76. (9) Drug 1: C(=O)(N)NO. Drug 2: CCN(CC)CCCC(C)NC1=C2C=C(C=CC2=NC3=C1C=CC(=C3)Cl)OC. Cell line: UACC62. Synergy scores: CSS=6.00, Synergy_ZIP=-0.538, Synergy_Bliss=2.31, Synergy_Loewe=0.490, Synergy_HSA=1.35. (10) Drug 1: CC1(CCCN1)C2=NC3=C(C=CC=C3N2)C(=O)N. Drug 2: CCC1(C2=C(COC1=O)C(=O)N3CC4=CC5=C(C=CC(=C5CN(C)C)O)N=C4C3=C2)O. Cell line: NCI-H460. Synergy scores: CSS=39.7, Synergy_ZIP=-3.09, Synergy_Bliss=-9.14, Synergy_Loewe=-36.6, Synergy_HSA=-8.20.